Predict the reactants needed to synthesize the given product. From a dataset of Full USPTO retrosynthesis dataset with 1.9M reactions from patents (1976-2016). (1) The reactants are: [CH3:1][N+:2]([O-])([CH3:4])[CH3:3].[C@@H:6]12[C@@H:11]([C:12]3[N:16]([CH:17]([CH3:19])[CH3:18])[N:15]=[C:14]([I:20])[CH:13]=3)[C@@H:10]1[CH2:9][CH:8]=[CH:7]2.C([N-]C(C)C)(C)C.[Li+]. Given the product [I:20][C:14]1[CH:13]=[C:12]([C@H:11]2[C@@H:10]3[CH2:9][CH:8]4[C@H:7]([C@H:6]23)[CH2:3][N:2]([CH3:4])[CH2:1]4)[N:16]([CH:17]([CH3:19])[CH3:18])[N:15]=1, predict the reactants needed to synthesize it. (2) Given the product [ClH:46].[F:1][C:2]1[CH:3]=[C:4]([NH:21][C:22]([C:24]2[C:25](=[O:45])[N:26]([C:39]3[CH:40]=[CH:41][CH:42]=[CH:43][CH:44]=3)[N:27]([CH2:30][C@H:31]([O:33][C:34](=[O:38])[C@@H:35]([NH2:37])[CH3:36])[CH3:32])[C:28]=2[CH3:29])=[O:23])[CH:5]=[CH:6][C:7]=1[O:8][C:9]1[C:18]2[C:13](=[CH:14][C:15]([O:19][CH3:20])=[CH:16][CH:17]=2)[N:12]=[CH:11][CH:10]=1, predict the reactants needed to synthesize it. The reactants are: [F:1][C:2]1[CH:3]=[C:4]([NH:21][C:22]([C:24]2[C:25](=[O:45])[N:26]([C:39]3[CH:44]=[CH:43][CH:42]=[CH:41][CH:40]=3)[N:27]([CH2:30][C@H:31]([O:33][C:34](=[O:38])[C@@H:35]([NH2:37])[CH3:36])[CH3:32])[C:28]=2[CH3:29])=[O:23])[CH:5]=[CH:6][C:7]=1[O:8][C:9]1[C:18]2[C:13](=[CH:14][C:15]([O:19][CH3:20])=[CH:16][CH:17]=2)[N:12]=[CH:11][CH:10]=1.[ClH:46]. (3) Given the product [Cl:31][C:27]1[CH:26]=[CH:25][C:24]([CH:14]([C@@H:13]([CH3:20])[C:12]([F:21])([F:22])[F:11])[C:15]([O:17][CH2:18][CH3:19])=[O:16])=[CH:29][C:28]=1[CH3:30], predict the reactants needed to synthesize it. The reactants are: C[Si](C)(C)[N-][Si](C)(C)C.[Li+].[F:11][C:12]([F:22])([F:21])[C@H:13]([CH3:20])[CH2:14][C:15]([O:17][CH2:18][CH3:19])=[O:16].Br[C:24]1[CH:25]=[CH:26][C:27]([Cl:31])=[C:28]([CH3:30])[CH:29]=1.C1(P(C2CCCCC2)C2C=CC=CC=2C2C=CC=CC=2N(C)C)CCCCC1. (4) Given the product [O:17]1[CH2:18][CH:15]([N:12]2[CH2:13][CH2:14][CH:9]([C:8]3[N:4]([CH:1]4[CH2:3][CH2:47][O:48][CH2:2]4)[N:5]=[C:6]([C:19]4[CH:20]=[C:21]([C:26]([F:28])([F:29])[F:27])[C:22]([NH2:25])=[N:23][CH:24]=4)[CH:7]=3)[CH2:10][CH2:11]2)[CH2:16]1, predict the reactants needed to synthesize it. The reactants are: [CH:1]([N:4]1[C:8]([CH:9]2[CH2:14][CH2:13][N:12]([CH:15]3[CH2:18][O:17][CH2:16]3)[CH2:11][CH2:10]2)=[CH:7][C:6]([C:19]2[CH:20]=[C:21]([C:26]([F:29])([F:28])[F:27])[C:22]([NH2:25])=[N:23][CH:24]=2)=[N:5]1)([CH3:3])[CH3:2].C1(N2C(C3CCN(C4C[O:48][CH2:47]4)CC3)=CC(I)=N2)CCCC1. (5) Given the product [ClH:32].[CH:28]1([CH2:27][NH:7][C@@H:8]2[CH2:10][C@H:9]2[C:11]2[CH:16]=[CH:15][C:14]([N:17]3[CH2:25][C:24]4[C:19](=[CH:20][CH:21]=[CH:22][CH:23]=4)[C:18]3=[O:26])=[CH:13][CH:12]=2)[CH2:29][CH2:30]1, predict the reactants needed to synthesize it. The reactants are: C(OC(=O)[N:7]([CH2:27][CH:28]1[CH2:30][CH2:29]1)[C@@H:8]1[CH2:10][C@H:9]1[C:11]1[CH:16]=[CH:15][C:14]([N:17]2[CH2:25][C:24]3[C:19](=[CH:20][CH:21]=[CH:22][CH:23]=3)[C:18]2=[O:26])=[CH:13][CH:12]=1)(C)(C)C.[ClH:32].COC1CCCC1.